Dataset: Reaction yield outcomes from USPTO patents with 853,638 reactions. Task: Predict the reaction yield, written as a fraction of the theoretical maximum amount of product (1.0 means a 100% yield; for example, 0.34 means a 34% yield). (1) The reactants are [NH2:1][C:2]1[CH:7]=[CH:6][C:5]([CH3:8])=[CH:4][C:3]=1[NH:9][CH:10]1[CH2:15][CH2:14][N:13]([C@H:16]2[CH2:21][CH2:20][C@H:19]([O:22][CH2:23][CH3:24])[CH2:18][CH2:17]2)[CH2:12][CH2:11]1.C(N(C(C)C)CC)(C)C.[Cl:34][C:35]([O:38]C(=O)OC(Cl)(Cl)Cl)(Cl)Cl. The catalyst is ClCCl. The product is [ClH:34].[CH2:23]([O:22][C@H:19]1[CH2:20][CH2:21][C@H:16]([N:13]2[CH2:12][CH2:11][CH:10]([N:9]3[C:3]4[CH:4]=[C:5]([CH3:8])[CH:6]=[CH:7][C:2]=4[NH:1][C:35]3=[O:38])[CH2:15][CH2:14]2)[CH2:17][CH2:18]1)[CH3:24]. The yield is 0.370. (2) The reactants are [N:1]1[CH:6]=[CH:5][CH:4]=[C:3]([NH:7][C:8]2[CH:9]=[N:10][CH:11]=[CH:12][CH:13]=2)[CH:2]=1.[H-].[Na+].Br[CH2:17][C:18]1[C:19]([Cl:24])=[N:20][CH:21]=[CH:22][CH:23]=1. The catalyst is CN(C=O)C.C(OCC)(=O)C. The product is [Cl:24][C:19]1[C:18]([CH2:17][N:7]([C:8]2[CH:9]=[N:10][CH:11]=[CH:12][CH:13]=2)[C:3]2[CH:2]=[N:1][CH:6]=[CH:5][CH:4]=2)=[CH:23][CH:22]=[CH:21][N:20]=1. The yield is 0.770. (3) The reactants are [C:1]1(P(C2C=CC=CC=2)C2C=CC=CC=2)C=CC=CC=1.C(Br)(Br)(Br)Br.[CH3:25][Si:26]([CH3:36])([CH3:35])[C:27]1[CH:28]=[C:29]([CH:32]=[CH:33][CH:34]=1)[CH:30]=O.C([Li])CCC. The catalyst is C(Cl)Cl.CCCCCCC. The product is [C:30]([C:29]1[CH:28]=[C:27]([Si:26]([CH3:36])([CH3:35])[CH3:25])[CH:34]=[CH:33][CH:32]=1)#[CH:1]. The yield is 0.667.